From a dataset of Reaction yield outcomes from USPTO patents with 853,638 reactions. Predict the reaction yield, written as a fraction of the theoretical maximum amount of product (1.0 means a 100% yield; for example, 0.34 means a 34% yield). (1) The reactants are [O:1]1[CH2:6][CH2:5][N:4]([C:7]2[N:12]=[C:11]([N:13]3[CH2:18][CH2:17][O:16][CH2:15][CH2:14]3)[N:10]=[C:9]([C:19]3[CH:24]=[CH:23][C:22]([NH:25][C:26](=[O:37])[NH:27][C:28]4[CH:36]=[CH:35][C:31]([C:32](O)=[O:33])=[CH:30][CH:29]=4)=[CH:21][CH:20]=3)[N:8]=2)[CH2:3][CH2:2]1.CCN(C(C)C)C(C)C.CN(C(ON1N=NC2C=CC=CC1=2)=[N+](C)C)C.F[P-](F)(F)(F)(F)F.[NH:71]1[CH2:76][CH2:75][NH:74][CH2:73][CH2:72]1. The catalyst is CN1C(=O)CCC1. The product is [O:1]1[CH2:6][CH2:5][N:4]([C:7]2[N:12]=[C:11]([N:13]3[CH2:14][CH2:15][O:16][CH2:17][CH2:18]3)[N:10]=[C:9]([C:19]3[CH:20]=[CH:21][C:22]([NH:25][C:26]([NH:27][C:28]4[CH:36]=[CH:35][C:31]([C:32]([N:71]5[CH2:76][CH2:75][NH:74][CH2:73][CH2:72]5)=[O:33])=[CH:30][CH:29]=4)=[O:37])=[CH:23][CH:24]=3)[N:8]=2)[CH2:3][CH2:2]1. The yield is 0.300. (2) The reactants are [CH2:1]([O:8][C:9]([N:11]1[CH2:16][CH:15]([CH2:17]I)[O:14][CH:13]([CH2:19]I)[CH2:12]1)=[O:10])[C:2]1[CH:7]=[CH:6][CH:5]=[CH:4][CH:3]=1.[NH3:21]. No catalyst specified. The product is [CH2:1]([O:8][C:9]([N:11]1[CH2:16][CH:15]2[O:14][CH:13]([CH2:19][NH:21][CH2:17]2)[CH2:12]1)=[O:10])[C:2]1[CH:7]=[CH:6][CH:5]=[CH:4][CH:3]=1. The yield is 0.390. (3) The reactants are Br.[OH:2][C:3]1[C:8]([NH2:9])=[CH:7][CH:6]=[CH:5][C:4]=1[C:10]1[O:14][C:13]([CH3:15])=[C:12]([C:16]([OH:18])=[O:17])[CH:11]=1.[N:19]([O-])=O.[Na+].[CH3:23][C:24]1[CH2:25][C:26](=[O:39])[N:27]([C:29]2[CH:38]=[CH:37][C:36]3[CH2:35][CH2:34][CH2:33][CH2:32][C:31]=3[CH:30]=2)[N:28]=1.C(=O)(O)[O-].[Na+]. The catalyst is Cl.C(O)C. The product is [OH:2][C:3]1[C:8]([NH:9][N:19]=[C:25]2[C:26](=[O:39])[N:27]([C:29]3[CH:38]=[CH:37][C:36]4[CH2:35][CH2:34][CH2:33][CH2:32][C:31]=4[CH:30]=3)[N:28]=[C:24]2[CH3:23])=[CH:7][CH:6]=[CH:5][C:4]=1[C:10]1[O:14][C:13]([CH3:15])=[C:12]([C:16]([OH:18])=[O:17])[CH:11]=1. The yield is 0.738. (4) The reactants are [OH-].[Na+].C[O:4][C:5]([C:7]1([NH:13][C:14]([C:16]2[CH:21]=[CH:20][C:19]([CH2:22][N:23]3[CH2:28][CH2:27][O:26][CH2:25][CH2:24]3)=[CH:18][CH:17]=2)=O)[CH2:12][CH2:11][CH2:10][CH2:9][CH2:8]1)=[O:6].Cl.C(N(CC)CC)C.Cl.C(N=C=NCCCN(C)C)C. The catalyst is O1CCCC1.C(Cl)Cl. The product is [N:23]1([CH2:22][C:19]2[CH:18]=[CH:17][C:16]([C:14]3[O:4][C:5](=[O:6])[C:7]4([CH2:8][CH2:9][CH2:10][CH2:11][CH2:12]4)[N:13]=3)=[CH:21][CH:20]=2)[CH2:28][CH2:27][O:26][CH2:25][CH2:24]1. The yield is 0.600. (5) The reactants are [I-].[NH2:2][N+:3]1[CH:8]=[CH:7][C:6]([O:9][CH3:10])=[CH:5][CH:4]=1.C(=O)([O-])[O-].[K+].[K+].[C:17]([O:21][CH3:22])(=[O:20])[C:18]#[CH:19]. The catalyst is CN(C=O)C. The product is [CH3:22][O:21][C:17]([C:18]1[CH:19]=[N:2][N:3]2[CH:8]=[CH:7][C:6]([O:9][CH3:10])=[CH:5][C:4]=12)=[O:20]. The yield is 0.310.